This data is from Reaction yield outcomes from USPTO patents with 853,638 reactions. The task is: Predict the reaction yield, written as a fraction of the theoretical maximum amount of product (1.0 means a 100% yield; for example, 0.34 means a 34% yield). The reactants are [C:1]([OH:4])(=[O:3])[CH3:2].C([N:7]([CH2:10][CH3:11])CC)C.Cl[C:13]1[CH:14]=[C:15]([CH2:20][C:21](=[O:23])[CH3:22])[CH:16]=[CH:17]C=1Cl. No catalyst specified. The product is [C:10]([C:11]1[CH:17]=[CH:16][C:15]([CH2:20][C:21](=[O:23])[CH2:22][O:3][C:1](=[O:4])[CH3:2])=[CH:14][CH:13]=1)#[N:7]. The yield is 0.250.